This data is from Peptide-MHC class I binding affinity with 185,985 pairs from IEDB/IMGT. The task is: Regression. Given a peptide amino acid sequence and an MHC pseudo amino acid sequence, predict their binding affinity value. This is MHC class I binding data. (1) The peptide sequence is ICFWSTLFFT. The MHC is HLA-A02:02 with pseudo-sequence HLA-A02:02. The binding affinity (normalized) is 0.0378. (2) The peptide sequence is AAAANTTAL. The MHC is HLA-C14:02 with pseudo-sequence HLA-C14:02. The binding affinity (normalized) is 0.408.